From a dataset of Peptide-MHC class I binding affinity with 185,985 pairs from IEDB/IMGT. Regression. Given a peptide amino acid sequence and an MHC pseudo amino acid sequence, predict their binding affinity value. This is MHC class I binding data. (1) The peptide sequence is LYAVATTFI. The MHC is HLA-A23:01 with pseudo-sequence HLA-A23:01. The binding affinity (normalized) is 0.670. (2) The peptide sequence is WILRHPGF. The MHC is H-2-Kb with pseudo-sequence H-2-Kb. The binding affinity (normalized) is 0.381. (3) The MHC is HLA-A24:02 with pseudo-sequence HLA-A24:02. The peptide sequence is IYMLAGNYS. The binding affinity (normalized) is 0.281.